This data is from Reaction yield outcomes from USPTO patents with 853,638 reactions. The task is: Predict the reaction yield, written as a fraction of the theoretical maximum amount of product (1.0 means a 100% yield; for example, 0.34 means a 34% yield). The reactants are [Si]([O:8][C:9]1[CH:14]=[CH:13][C:12]([C:15]2[N:16]=[C:17]([C:22]3[CH:27]=[CH:26][CH:25]=[CH:24][CH:23]=3)[C:18]([NH2:21])=[N:19][CH:20]=2)=[CH:11][CH:10]=1)(C(C)(C)C)(C)C.[Si]([O:35][C:36]1[CH:41]=[CH:40][C:39]([CH2:42][C:43](=O)[CH:44](OCC)[O:45]CC)=[CH:38][CH:37]=1)(C(C)(C)C)(C)C.Cl.CCCCCC. The catalyst is O1CCOCC1. The product is [OH:35][C:36]1[CH:37]=[CH:38][C:39]([CH2:42][C:43]2[C:44](=[O:45])[N:19]3[CH:20]=[C:15]([C:12]4[CH:11]=[CH:10][C:9]([OH:8])=[CH:14][CH:13]=4)[NH:16][C:17]([C:22]4[CH:23]=[CH:24][CH:25]=[CH:26][CH:27]=4)=[C:18]3[N:21]=2)=[CH:40][CH:41]=1. The yield is 0.536.